From a dataset of Forward reaction prediction with 1.9M reactions from USPTO patents (1976-2016). Predict the product of the given reaction. Given the reactants [CH3:1][O:2][C:3]1[CH:18]=[CH:17][C:6]([C:7]([NH:9][C:10]2[C:11]([NH2:16])=[CH:12][CH:13]=[CH:14][CH:15]=2)=[O:8])=[CH:5][CH:4]=1.[CH3:19][N:20]([CH3:33])[S:21]([C:24]1[CH:32]=[CH:31][C:27]([C:28](O)=[O:29])=[CH:26][CH:25]=1)(=[O:23])=[O:22], predict the reaction product. The product is: [CH3:1][O:2][C:3]1[CH:4]=[CH:5][C:6]([C:7]([NH:9][C:10]2[C:11]([NH:16][C:28](=[O:29])[C:27]3[CH:31]=[CH:32][C:24]([S:21]([N:20]([CH3:19])[CH3:33])(=[O:23])=[O:22])=[CH:25][CH:26]=3)=[CH:12][CH:13]=[CH:14][CH:15]=2)=[O:8])=[CH:17][CH:18]=1.